Dataset: Volume of distribution at steady state (VDss) regression data from Lombardo et al.. Task: Regression/Classification. Given a drug SMILES string, predict its absorption, distribution, metabolism, or excretion properties. Task type varies by dataset: regression for continuous measurements (e.g., permeability, clearance, half-life) or binary classification for categorical outcomes (e.g., BBB penetration, CYP inhibition). For this dataset (vdss_lombardo), we predict log10(VDss) (log10 of volume of distribution in L/kg). (1) The molecule is [NH3+][NH+]=c1cc2c(n[nH]1)CCN(C(=O)c1ccccc1)C2. The log10(VDss) is 0.340. (2) The compound is CCC[NH2+]C1CCc2nc(N)sc2C1. The log10(VDss) is 0.850. (3) The drug is CC1=C(C(=O)[O-])N2C(=O)C(NC(=O)C([NH3+])C3=CCC=CC3)C2SC1. The log10(VDss) is -0.680. (4) The compound is CC1C(=O)OC2CC34C5CC(C(C)(C)C)C36C(OC(=O)C6O)OC4(C(=O)O5)C21O. The log10(VDss) is -0.210. (5) The compound is COc1cccc(OC)c1C(=O)NC1C(=O)N2C1SC(C)(C)C2C(=O)[O-]. The log10(VDss) is -0.490. (6) The molecule is CCCCCNC(=[NH2+])N/N=C/c1c[nH]c2ccc(OC)cc12. The log10(VDss) is 0.720.